From a dataset of CYP1A2 inhibition data for predicting drug metabolism from PubChem BioAssay. Regression/Classification. Given a drug SMILES string, predict its absorption, distribution, metabolism, or excretion properties. Task type varies by dataset: regression for continuous measurements (e.g., permeability, clearance, half-life) or binary classification for categorical outcomes (e.g., BBB penetration, CYP inhibition). Dataset: cyp1a2_veith. (1) The compound is CN1CCN(c2ncc3nc(-c4cccs4)c(=O)n(Cc4ccc(F)cc4)c3n2)CC1. The result is 0 (non-inhibitor). (2) The molecule is O=C(c1ccncc1)N1CCC[C@@]2(CCN(c3ncccn3)C2)C1. The result is 0 (non-inhibitor). (3) The compound is O=c1[nH]c(=S)c2[nH]c(=O)n(-c3ccccc3)c2[nH]1. The result is 0 (non-inhibitor). (4) The drug is Cc1cccc(C)c1NC(=O)COc1cccc(/C=N/NC(=O)C(=O)NCc2ccccc2)c1. The result is 0 (non-inhibitor). (5) The compound is CC1CCCN(CC(O)COCC2COc3ccccc3O2)C1.Cl. The result is 0 (non-inhibitor). (6) The compound is c1ccc2c(N3CCNCC3)cccc2c1. The result is 1 (inhibitor).